The task is: Predict the reactants needed to synthesize the given product.. This data is from Full USPTO retrosynthesis dataset with 1.9M reactions from patents (1976-2016). (1) The reactants are: C([N:4]1[C:12]2[N:11]=[C:10]([CH2:13][CH3:14])[N:9]([CH3:15])[C:8]=2[C:7](=[O:16])[N:6]([CH2:17][C:18]2[CH:23]=[CH:22][C:21]([Cl:24])=[CH:20][CH:19]=2)[C:5]1=[O:25])C=C.C[N+]1([O-])CC[O:30]CC1.[CH3:34][C:35]([CH3:37])=[O:36]. Given the product [Cl:24][C:21]1[CH:22]=[CH:23][C:18]([CH2:17][N:6]2[C:7](=[O:16])[C:8]3[N:9]([CH3:15])[C:10]([CH2:13][CH3:14])=[N:11][C:12]=3[N:4]([CH2:34][CH:35]([OH:36])[CH2:37][OH:30])[C:5]2=[O:25])=[CH:19][CH:20]=1, predict the reactants needed to synthesize it. (2) The reactants are: [CH2:1](Cl)[C:2]1[CH:7]=[CH:6][CH:5]=[CH:4][CH:3]=1.[CH3:9][O:10][C:11](=[O:21])[C:12]1[CH:17]=[C:16]([OH:18])[C:15]([OH:19])=[C:14]([OH:20])[CH:13]=1.C(=O)([O-])[O-].[Na+].[Na+].[I-].[K+]. Given the product [CH3:9][O:10][C:11](=[O:21])[C:12]1[CH:13]=[C:14]([O:20][CH2:1][C:2]2[CH:7]=[CH:6][CH:5]=[CH:4][CH:3]=2)[C:15]([O:19][CH2:1][C:2]2[CH:7]=[CH:6][CH:5]=[CH:4][CH:3]=2)=[C:16]([O:18][CH2:1][C:2]2[CH:7]=[CH:6][CH:5]=[CH:4][CH:3]=2)[CH:17]=1, predict the reactants needed to synthesize it. (3) The reactants are: [CH2:1]([N:3]([CH2:55][CH3:56])[C:4]1[CH:5]=[CH:6][C:7]([NH:30][C:31](=[O:54])[C:32]2[CH:37]=[CH:36][CH:35]=[C:34]([C:38]#[C:39][CH2:40][O:41][CH2:42][CH2:43][O:44][CH2:45][CH2:46][O:47][CH2:48][CH2:49][O:50][CH2:51][CH2:52][OH:53])[CH:33]=2)=[C:8]([C:10]2[CH:11]=[C:12]([CH:27]=[CH:28][N:29]=2)[C:13]([NH:15][CH2:16][C:17]2[CH:22]=[CH:21][CH:20]=[C:19]([C:23]([F:26])([F:25])[F:24])[CH:18]=2)=[O:14])[CH:9]=1)[CH3:2]. Given the product [CH2:55]([N:3]([CH2:1][CH3:2])[C:4]1[CH:5]=[CH:6][C:7]([NH:30][C:31](=[O:54])[C:32]2[CH:37]=[CH:36][CH:35]=[C:34]([CH2:38][CH2:39][CH2:40][O:41][CH2:42][CH2:43][O:44][CH2:45][CH2:46][O:47][CH2:48][CH2:49][O:50][CH2:51][CH2:52][OH:53])[CH:33]=2)=[C:8]([C:10]2[CH:11]=[C:12]([CH:27]=[CH:28][N:29]=2)[C:13]([NH:15][CH2:16][C:17]2[CH:22]=[CH:21][CH:20]=[C:19]([C:23]([F:26])([F:25])[F:24])[CH:18]=2)=[O:14])[CH:9]=1)[CH3:56], predict the reactants needed to synthesize it. (4) Given the product [F:1][C:2]([F:7])([F:6])[C:3]([OH:5])=[O:4].[NH2:23][C:19]1[N:18]=[C:17]([Cl:24])[N:16]=[C:15]2[C:20]=1[N:21]=[CH:22][N:14]2[C@@H:12]1[CH2:13][C@H:9]([NH:8][S:36]([CH3:39])(=[O:38])=[O:37])[C@@H:10]([OH:26])[C@H:11]1[OH:25], predict the reactants needed to synthesize it. The reactants are: [F:1][C:2]([F:7])([F:6])[C:3]([OH:5])=[O:4].[NH2:8][C@H:9]1[CH2:13][C@@H:12]([N:14]2[CH:22]=[N:21][C:20]3[C:15]2=[N:16][C:17]([Cl:24])=[N:18][C:19]=3[NH2:23])[C@H:11]([OH:25])[C@@H:10]1[OH:26].C(N(C(C)C)CC)(C)C.[S:36](Cl)([CH3:39])(=[O:38])=[O:37].